This data is from NCI-60 drug combinations with 297,098 pairs across 59 cell lines. The task is: Regression. Given two drug SMILES strings and cell line genomic features, predict the synergy score measuring deviation from expected non-interaction effect. Drug 1: C1CNP(=O)(OC1)N(CCCl)CCCl. Drug 2: COCCOC1=C(C=C2C(=C1)C(=NC=N2)NC3=CC=CC(=C3)C#C)OCCOC.Cl. Cell line: HOP-62. Synergy scores: CSS=14.2, Synergy_ZIP=2.15, Synergy_Bliss=8.29, Synergy_Loewe=6.38, Synergy_HSA=4.32.